Dataset: Forward reaction prediction with 1.9M reactions from USPTO patents (1976-2016). Task: Predict the product of the given reaction. (1) Given the reactants [Cl:1][C:2]1[CH:3]=[N+:4]([O-:40])[CH:5]=[C:6]([Cl:39])[C:7]=1[CH2:8][C@@H:9]([C:24]1[CH:29]=[CH:28][C:27]([O:30][CH:31]([F:33])[F:32])=[C:26]([O:34][CH2:35][CH:36]2[CH2:38][CH2:37]2)[CH:25]=1)[O:10][C:11](=[O:23])[C:12]1[CH:17]=[CH:16][C:15]([S:18][CH3:19])=[C:14]([N+:20]([O-])=O)[CH:13]=1.O.O.[Sn](Cl)Cl, predict the reaction product. The product is: [NH2:20][C:14]1[CH:13]=[C:12]([CH:17]=[CH:16][C:15]=1[S:18][CH3:19])[C:11]([O:10][C@H:9]([C:24]1[CH:29]=[CH:28][C:27]([O:30][CH:31]([F:32])[F:33])=[C:26]([O:34][CH2:35][CH:36]2[CH2:37][CH2:38]2)[CH:25]=1)[CH2:8][C:7]1[C:6]([Cl:39])=[CH:5][N+:4]([O-:40])=[CH:3][C:2]=1[Cl:1])=[O:23]. (2) Given the reactants OS(O)(=O)=O.[CH2:6]([C:8]1[CH:14]=[CH:13][CH:12]=[C:11]([CH3:15])[C:9]=1N)[CH3:7].N([O-])=[O:17].[Na+], predict the reaction product. The product is: [CH2:6]([C:8]1[CH:14]=[CH:13][CH:12]=[C:11]([CH3:15])[C:9]=1[OH:17])[CH3:7]. (3) Given the reactants [Cl:1][C:2]1[N:3]=[CH:4][C:5]2[CH:6]=[CH:7][C:8]3[C:14]4[C:15](=O)[CH2:16][CH2:17][C:13]=4[NH:12][C:9]=3[C:10]=2[CH:11]=1.[NH2:19][OH:20].Cl.N1C=CC=CC=1, predict the reaction product. The product is: [Cl:1][C:2]1[N:3]=[CH:4][C:5]2[CH:6]=[CH:7][C:8]3[C:14]4[C:15](=[N:19][OH:20])[CH2:16][CH2:17][C:13]=4[NH:12][C:9]=3[C:10]=2[CH:11]=1. (4) Given the reactants C[O:2][C:3](=[O:23])[C@H:4]([NH:12][C:13](=[O:22])[CH2:14][CH2:15][C:16]1[CH:21]=[CH:20][CH:19]=[CH:18][CH:17]=1)[CH2:5][C:6]1[CH:11]=[CH:10][CH:9]=[CH:8][CH:7]=1.O.[OH-].[Li+].O, predict the reaction product. The product is: [C:6]1([CH2:5][C@@H:4]([NH:12][C:13](=[O:22])[CH2:14][CH2:15][C:16]2[CH:17]=[CH:18][CH:19]=[CH:20][CH:21]=2)[C:3]([OH:23])=[O:2])[CH:7]=[CH:8][CH:9]=[CH:10][CH:11]=1. (5) Given the reactants [CH3:1][N:2]([CH2:9][C:10]1[CH:11]=[C:12]([C:16]2[CH:21]=[CH:20][C:19]([CH:22]=O)=[CH:18][CH:17]=2)[CH:13]=[CH:14][CH:15]=1)[C:3]1[CH:8]=[CH:7][CH:6]=[CH:5][N:4]=1.[S:24]1[CH2:28][C:27](=[O:29])[NH:26][C:25]1=[O:30], predict the reaction product. The product is: [CH3:1][N:2]([CH2:9][C:10]1[CH:11]=[C:12]([C:16]2[CH:17]=[CH:18][C:19]([CH:22]=[C:28]3[S:24][C:25](=[O:30])[NH:26][C:27]3=[O:29])=[CH:20][CH:21]=2)[CH:13]=[CH:14][CH:15]=1)[C:3]1[CH:8]=[CH:7][CH:6]=[CH:5][N:4]=1. (6) Given the reactants FC1C=C2C(C(I)=CN2S(C2C=CC=CC=2)(=O)=O)=CC=1.[F:21][C:22]1[CH:30]=[C:29]2[C:25]([C:26]([C:40]3[CH:41]=[CH:42][C:43]4[C:47]([CH:48]=3)=[N:46][N:45]([CH2:49][CH2:50][C:51]([NH2:53])=[O:52])[CH:44]=4)=[CH:27][N:28]2S(C2C=CC=CC=2)(=O)=O)=[CH:24][CH:23]=1, predict the reaction product. The product is: [F:21][C:22]1[CH:30]=[C:29]2[C:25]([C:26]([C:40]3[CH:41]=[CH:42][C:43]4[C:47]([CH:48]=3)=[N:46][N:45]([CH2:49][CH2:50][C:51]([NH2:53])=[O:52])[CH:44]=4)=[CH:27][NH:28]2)=[CH:24][CH:23]=1.